This data is from hERG potassium channel inhibition data for cardiac toxicity prediction from Karim et al.. The task is: Regression/Classification. Given a drug SMILES string, predict its toxicity properties. Task type varies by dataset: regression for continuous values (e.g., LD50, hERG inhibition percentage) or binary classification for toxic/non-toxic outcomes (e.g., AMES mutagenicity, cardiotoxicity, hepatotoxicity). Dataset: herg_karim. (1) The compound is N#Cc1nc(CCC(=O)O)cc(-c2cccc(C(F)(F)F)c2)n1. The result is 0 (non-blocker). (2) The compound is Cc1c(C(=O)NCCCN2CCN(c3cccc(Cl)c3Cl)CC2)cc(-c2cccnc2)n1C. The result is 1 (blocker). (3) The drug is Nc1nc(NC2CCNCC2)c2sc(-c3ccc(C(F)(F)F)cc3)cc2n1. The result is 1 (blocker). (4) The molecule is CC(C[C@H](NC(=O)C1CCC1)c1ccccc1)N1CCC(c2nnc(CN(C)C)o2)CC1. The result is 1 (blocker).